From a dataset of Catalyst prediction with 721,799 reactions and 888 catalyst types from USPTO. Predict which catalyst facilitates the given reaction. (1) Reactant: [CH:1]1([C:4]2[C:5]([O:15][C@@H:16]3[CH2:21][CH2:20][CH2:19][NH:18][CH2:17]3)=[CH:6][C:7]([F:14])=[C:8]([CH:13]=2)[C:9]([O:11][CH3:12])=[O:10])[CH2:3][CH2:2]1.[C:22]([OH:26])(=[O:25])[CH:23]=O.O.[Cl:28][C:29]1[CH:30]=[C:31](B(O)O)[CH:32]=[C:33]([Cl:35])[CH:34]=1. Product: [CH:1]1([C:4]2[CH:13]=[C:8]([C:9]([O:11][CH3:12])=[O:10])[C:7]([F:14])=[CH:6][C:5]=2[O:15][CH:16]2[CH2:21][CH2:20][CH2:19][N:18]([C@H:23]([C:31]3[CH:30]=[C:29]([Cl:28])[CH:34]=[C:33]([Cl:35])[CH:32]=3)[C:22]([OH:26])=[O:25])[CH2:17]2)[CH2:2][CH2:3]1. The catalyst class is: 11. (2) Reactant: [C:1]([N:4]1[C:13]2[C:8](=[CH:9][C:10]([C:14]([OH:16])=O)=[CH:11][CH:12]=2)[C@H:7]([NH:17][C:18]2[CH:23]=[CH:22][CH:21]=[C:20]([CH3:24])[N:19]=2)[C@@H:6]([CH3:25])[C@@H:5]1[CH:26]1[CH2:28][CH2:27]1)(=[O:3])[CH3:2].CN(C(ON1N=NC2C=CC=NC1=2)=[N+](C)C)C.F[P-](F)(F)(F)(F)F.[O:53]1[CH2:58][CH2:57][N:56]([CH2:59][CH2:60][NH2:61])[CH2:55][CH2:54]1.CCN(C(C)C)C(C)C. Product: [C:1]([N:4]1[C:13]2[C:8](=[CH:9][C:10]([C:14]([NH:61][CH2:60][CH2:59][N:56]3[CH2:57][CH2:58][O:53][CH2:54][CH2:55]3)=[O:16])=[CH:11][CH:12]=2)[C@H:7]([NH:17][C:18]2[CH:23]=[CH:22][CH:21]=[C:20]([CH3:24])[N:19]=2)[C@@H:6]([CH3:25])[C@@H:5]1[CH:26]1[CH2:28][CH2:27]1)(=[O:3])[CH3:2]. The catalyst class is: 9. (3) Reactant: O.O.[Sn](Cl)Cl.[C:6]([O:10][C:11]([NH:13][C:14]1[N:19]=[CH:18][C:17]([CH2:20][C:21]([C:30]2[N:31]=[CH:32][N:33]([C:35]3[CH:40]=[CH:39][C:38]([N+:41]([O-])=O)=[CH:37][CH:36]=3)[CH:34]=2)([C:26]([O:28][CH3:29])=[O:27])[C:22]([O:24][CH3:25])=[O:23])=[CH:16][CH:15]=1)=[O:12])([CH3:9])([CH3:8])[CH3:7]. Product: [NH2:41][C:38]1[CH:37]=[CH:36][C:35]([N:33]2[CH:34]=[C:30]([C:21]([CH2:20][C:17]3[CH:18]=[N:19][C:14]([NH:13][C:11]([O:10][C:6]([CH3:9])([CH3:8])[CH3:7])=[O:12])=[CH:15][CH:16]=3)([C:22]([O:24][CH3:25])=[O:23])[C:26]([O:28][CH3:29])=[O:27])[N:31]=[CH:32]2)=[CH:40][CH:39]=1. The catalyst class is: 3. (4) Reactant: [Br:1][C:2]1[CH:3]=[C:4]([CH:7]=[CH:8][C:9]=1[OH:10])[CH:5]=O.[NH2:11][C:12]1[CH:17]=[C:16]([C:18]([F:21])([F:20])[F:19])[CH:15]=[CH:14][C:13]=1[SH:22]. Product: [Br:1][C:2]1[CH:3]=[C:4]([C:5]2[S:22][C:13]3[CH:14]=[CH:15][C:16]([C:18]([F:19])([F:20])[F:21])=[CH:17][C:12]=3[N:11]=2)[CH:7]=[CH:8][C:9]=1[OH:10]. The catalyst class is: 9. (5) Reactant: [CH2:1]([N:3]1[C:8]2[CH:9]=[CH:10][CH:11]=[CH:12][C:7]=2[O:6][CH2:5][C:4]1=[O:13])[CH3:2].[Cl:14][C:15]1[CH:20]=[C:19]([O:21][CH3:22])[CH:18]=[CH:17][C:16]=1[CH2:23][C:24](Cl)=[O:25].[Al+3].[Cl-].[Cl-].[Cl-]. Product: [Cl:14][C:15]1[CH:20]=[C:19]([O:21][CH3:22])[CH:18]=[CH:17][C:16]=1[CH2:23][C:24]([C:10]1[CH:11]=[CH:12][C:7]2[O:6][CH2:5][C:4](=[O:13])[N:3]([CH2:1][CH3:2])[C:8]=2[CH:9]=1)=[O:25]. The catalyst class is: 26. (6) Reactant: [Cl:1][C:2]1[N:7]=[C:6]([NH:8][C:9]2[CH:14]=[CH:13][C:12]([O:15][CH3:16])=[CH:11][CH:10]=2)[C:5]([CH:17]([NH:19][C:20]2[CH:25]=[CH:24][C:23]([O:26][CH3:27])=[CH:22][CH:21]=2)[CH3:18])=[CH:4][N:3]=1.C(N(CC)CC)C.[C:35](Cl)(Cl)=[O:36]. Product: [Cl:1][C:2]1[N:7]=[C:6]2[N:8]([C:9]3[CH:14]=[CH:13][C:12]([O:15][CH3:16])=[CH:11][CH:10]=3)[C:35](=[O:36])[N:19]([C:20]3[CH:21]=[CH:22][C:23]([O:26][CH3:27])=[CH:24][CH:25]=3)[CH:17]([CH3:18])[C:5]2=[CH:4][N:3]=1. The catalyst class is: 4.